Dataset: Forward reaction prediction with 1.9M reactions from USPTO patents (1976-2016). Task: Predict the product of the given reaction. (1) Given the reactants Br[C:2]1[C:14]2[C:13]3[CH:12]=[C:11]([C:15]4[CH:16]=NC=[CH:19][CH:20]=4)[CH:10]=[CH:9][C:8]=3N=C[C:5]=2[N:4](C(OC(C)(C)C)=O)[N:3]=1.[C:28]([O-])([O-])=O.[K+].[K+].[C:34]([O:38]C(=O)NC1C=NC=C(B2OC(C)(C)C(C)(C)O2)C=1)(C)(C)[CH3:35].[CH3:57][N:58]([CH:60]=O)[CH3:59], predict the reaction product. The product is: [CH3:35][C:34]1[O:38][C:9](/[CH:10]=[CH:11]/[C:15]2[CH:20]=[CH:19][C:60]([N:58]([CH3:57])[CH3:59])=[CH:28][CH:16]=2)=[CH:8][C:13](=[C:14]([C:2]#[N:3])[C:5]#[N:4])[CH:12]=1. (2) Given the reactants [OH:1][C:2]1[CH:3]=[C:4]([CH2:8][C:9]([OH:11])=[O:10])[CH:5]=[CH:6][CH:7]=1.S(=O)(=O)(O)O.[CH3:17]O, predict the reaction product. The product is: [CH3:17][O:10][C:9](=[O:11])[CH2:8][C:4]1[CH:5]=[CH:6][CH:7]=[C:2]([OH:1])[CH:3]=1. (3) Given the reactants [CH:1]12[CH2:7][CH:4]([NH:5][CH2:6]1)[CH2:3][N:2]2[C:8]1[C:17]2[C:12](=[CH:13][CH:14]=[CH:15][CH:16]=2)[N:11]=[C:10]([C:18]2[CH:23]=[CH:22][N:21]=[C:20]([NH:24][CH:25]([C:27]3[CH:32]=[CH:31][CH:30]=[CH:29][CH:28]=3)[CH3:26])[CH:19]=2)[CH:9]=1.[CH2:33]=O.CO, predict the reaction product. The product is: [CH3:33][N:5]1[CH2:6][C@@H:1]2[CH2:7][C@H:4]1[CH2:3][N:2]2[C:8]1[C:17]2[C:12](=[CH:13][CH:14]=[CH:15][CH:16]=2)[N:11]=[C:10]([C:18]2[CH:23]=[CH:22][N:21]=[C:20]([NH:24][C@H:25]([C:27]3[CH:32]=[CH:31][CH:30]=[CH:29][CH:28]=3)[CH3:26])[CH:19]=2)[CH:9]=1. (4) Given the reactants C[O:2][C:3]([C:5]1[CH:10]=[CH:9][CH:8]=[C:7]([CH:11]2[CH2:14][N:13]([C:15]([O:17][C:18]([CH3:21])([CH3:20])[CH3:19])=[O:16])[CH2:12]2)[N:6]=1)=[O:4].O[Li].O.Cl, predict the reaction product. The product is: [C:18]([O:17][C:15]([N:13]1[CH2:14][CH:11]([C:7]2[N:6]=[C:5]([C:3]([OH:4])=[O:2])[CH:10]=[CH:9][CH:8]=2)[CH2:12]1)=[O:16])([CH3:21])([CH3:19])[CH3:20]. (5) Given the reactants Br[C:2]1[CH:13]=[CH:12][C:5]2[N:6]([CH3:11])[S:7](=[O:10])(=[O:9])[CH2:8][C:4]=2[CH:3]=1.[B:14]1([B:14]2[O:18][C:17]([CH3:20])([CH3:19])[C:16]([CH3:22])([CH3:21])[O:15]2)[O:18][C:17]([CH3:20])([CH3:19])[C:16]([CH3:22])([CH3:21])[O:15]1.C([O-])(=O)C.[K+].C(Cl)Cl, predict the reaction product. The product is: [CH3:11][N:6]1[C:5]2[CH:12]=[CH:13][C:2]([B:14]3[O:18][C:17]([CH3:20])([CH3:19])[C:16]([CH3:22])([CH3:21])[O:15]3)=[CH:3][C:4]=2[CH2:8][S:7]1(=[O:10])=[O:9].